Dataset: Full USPTO retrosynthesis dataset with 1.9M reactions from patents (1976-2016). Task: Predict the reactants needed to synthesize the given product. Given the product [C:11]([C:10]1[CH:9]=[C:8]([N:7]([CH2:6][C:2]2[S:1][CH:5]=[CH:4][CH:3]=2)[C:16](=[O:19])[CH2:17][CH3:18])[CH:15]=[CH:14][CH:13]=1)#[N:12], predict the reactants needed to synthesize it. The reactants are: [S:1]1[CH:5]=[CH:4][CH:3]=[C:2]1[CH2:6][NH:7][C:8]1[CH:9]=[C:10]([CH:13]=[CH:14][CH:15]=1)[C:11]#[N:12].[C:16](Cl)(=[O:19])[CH2:17][CH3:18].